Dataset: Full USPTO retrosynthesis dataset with 1.9M reactions from patents (1976-2016). Task: Predict the reactants needed to synthesize the given product. (1) Given the product [S:16]([OH:20])([OH:19])(=[O:18])=[O:17].[NH:12]1[C:1](=[O:11])[CH2:2][CH2:3][CH2:4][C:5]2[CH:6]=[CH:7][CH:8]=[CH:9][C:10]1=2, predict the reactants needed to synthesize it. The reactants are: [C:1]1(=[O:11])[C:10]2[C:5](=[CH:6][CH:7]=[CH:8][CH:9]=2)[CH2:4][CH2:3][CH2:2]1.[N-:12]=[N+]=[N-].[Na+].[S:16](=[O:20])(=[O:19])([OH:18])[OH:17]. (2) Given the product [Br:1][C:2]1[CH:3]=[C:4]([C:8]2[S:12][C:11]([NH:13][C:14]3[CH:19]=[C:18]([N:21]4[CH2:26][CH2:25][O:24][CH2:23][CH2:22]4)[CH:17]=[CH:16][N:15]=3)=[N:10][CH:9]=2)[CH:5]=[N:6][CH:7]=1, predict the reactants needed to synthesize it. The reactants are: [Br:1][C:2]1[CH:3]=[C:4]([C:8]2[S:12][C:11]([NH:13][C:14]3[CH:19]=[C:18](Cl)[CH:17]=[CH:16][N:15]=3)=[N:10][CH:9]=2)[CH:5]=[N:6][CH:7]=1.[NH:21]1[CH2:26][CH2:25][O:24][CH2:23][CH2:22]1.CCN(C(C)C)C(C)C.C(O)(C(F)(F)F)=O. (3) Given the product [CH3:1][O:2][C:3]1[CH:8]=[C:7]([C:9]([F:12])([F:11])[F:10])[CH:6]=[CH:5][C:4]=1[N:13]1[C:37](=[O:38])[CH2:36][O:23][C:15]2[CH:16]=[C:17]([N+:20]([O-:22])=[O:21])[CH:18]=[CH:19][C:14]1=2, predict the reactants needed to synthesize it. The reactants are: [CH3:1][O:2][C:3]1[CH:8]=[C:7]([C:9]([F:12])([F:11])[F:10])[CH:6]=[CH:5][C:4]=1[NH:13][C:14]1[CH:19]=[CH:18][C:17]([N+:20]([O-:22])=[O:21])=[CH:16][C:15]=1[OH:23].C(=O)([O-])[O-].[Cs+].[Cs+].CN(C=O)C.Cl[CH2:36][C:37](Cl)=[O:38]. (4) Given the product [F:22][C:5]1[CH:4]=[CH:3][C:2]([C:24]#[C:23][C@:25]2([OH:32])[CH2:29][CH2:28][N:27]([CH3:30])[C:26]2=[O:31])=[CH:7][C:6]=1[C:8]1[N:13]=[C:12]([C:14]([NH2:16])=[O:15])[C:11]([NH:17][CH2:18][CH2:19][O:20][CH3:21])=[CH:10][CH:9]=1, predict the reactants needed to synthesize it. The reactants are: Br[C:2]1[CH:3]=[CH:4][C:5]([F:22])=[C:6]([C:8]2[N:13]=[C:12]([C:14]([NH2:16])=[O:15])[C:11]([NH:17][CH2:18][CH2:19][O:20][CH3:21])=[CH:10][CH:9]=2)[CH:7]=1.[C:23]([C@:25]1([OH:32])[CH2:29][CH2:28][N:27]([CH3:30])[C:26]1=[O:31])#[CH:24]. (5) Given the product [C:3]([C:5]1[CH:6]=[CH:7][C:8]([C:11]2[NH:12][C:13]3[CH:19]=[C:18]([C:20]([OH:22])=[O:21])[CH:17]=[CH:16][C:14]=3[N:15]=2)=[CH:9][CH:10]=1)([OH:4])=[O:2], predict the reactants needed to synthesize it. The reactants are: C[O:2][C:3]([C:5]1[CH:10]=[CH:9][C:8]([C:11]2[NH:12][C:13]3[CH:19]=[C:18]([C:20]([OH:22])=[O:21])[CH:17]=[CH:16][C:14]=3[N:15]=2)=[CH:7][CH:6]=1)=[O:4].[Li+].[OH-].C. (6) Given the product [CH:1]1([CH:7]([NH:21][C:22]2[CH:23]=[CH:24][C:25]([C:28]([NH:32][CH2:33][CH2:34][C:35]([O:37][CH2:38][CH3:39])=[O:36])=[O:29])=[N:26][CH:27]=2)[C:8]2[CH:12]=[C:11]([C:13]3[CH:14]=[CH:15][C:16]([F:19])=[CH:17][CH:18]=3)[O:10][C:9]=2[CH3:20])[CH2:6][CH2:5][CH2:4][CH2:3][CH2:2]1, predict the reactants needed to synthesize it. The reactants are: [CH:1]1([CH:7]([NH:21][C:22]2[CH:23]=[CH:24][C:25]([C:28](O)=[O:29])=[N:26][CH:27]=2)[C:8]2[CH:12]=[C:11]([C:13]3[CH:18]=[CH:17][C:16]([F:19])=[CH:15][CH:14]=3)[O:10][C:9]=2[CH3:20])[CH2:6][CH2:5][CH2:4][CH2:3][CH2:2]1.Cl.[NH2:32][CH2:33][CH2:34][C:35]([O:37][CH2:38][CH3:39])=[O:36].Cl.C(N=C=NCCCN(C)C)C.O.OC1C2N=NNC=2C=CC=1.